From a dataset of Reaction yield outcomes from USPTO patents with 853,638 reactions. Predict the reaction yield, written as a fraction of the theoretical maximum amount of product (1.0 means a 100% yield; for example, 0.34 means a 34% yield). (1) The yield is 0.800. The reactants are [CH3:1][O:2][C:3](=[O:18])[C:4]1[CH:9]=[C:8](F)[C:7]([C:11]([F:14])([F:13])[F:12])=[CH:6][C:5]=1[N+:15]([O-:17])=[O:16].[CH3:19][O:20][C:21]([C:23]1[N:24]=[CH:25][NH:26][CH:27]=1)=[O:22]. The catalyst is O1CCCC1.CS(C)=O. The product is [CH3:19][O:20][C:21]([C:23]1[N:24]=[CH:25][N:26]([C:8]2[CH:9]=[C:4]([C:3]([O:2][CH3:1])=[O:18])[C:5]([N+:15]([O-:17])=[O:16])=[CH:6][C:7]=2[C:11]([F:14])([F:13])[F:12])[CH:27]=1)=[O:22]. (2) The reactants are [CH3:1][O:2][C:3]1[CH:4]=[C:5]2[C:10](=[CH:11][C:12]=1[O:13][CH3:14])[N:9]=[CH:8][CH:7]=[C:6]2[O:15][C:16]1[C:22]([CH3:23])=[CH:21][C:19]([NH2:20])=[C:18]([CH3:24])[CH:17]=1.C1(C)C=CC=CC=1.C(N(CC)CC)C.Cl[C:40](Cl)([O:42]C(=O)OC(Cl)(Cl)Cl)Cl.[F:51][C:52]1[CH:60]=[CH:59][CH:58]=[CH:57][C:53]=1[CH:54]([OH:56])[CH3:55]. The catalyst is C(Cl)Cl. The product is [CH3:1][O:2][C:3]1[CH:4]=[C:5]2[C:10](=[CH:11][C:12]=1[O:13][CH3:14])[N:9]=[CH:8][CH:7]=[C:6]2[O:15][C:16]1[C:22]([CH3:23])=[CH:21][C:19]([NH:20][C:40](=[O:42])[O:56][CH:54]([C:53]2[CH:57]=[CH:58][CH:59]=[CH:60][C:52]=2[F:51])[CH3:55])=[C:18]([CH3:24])[CH:17]=1. The yield is 0.680.